The task is: Predict the product of the given reaction.. This data is from Forward reaction prediction with 1.9M reactions from USPTO patents (1976-2016). (1) Given the reactants [CH3:1][Mg]Br.[CH3:4][O:5][C:6]1[CH:15]=[C:14]2[C:9]([CH2:10][CH2:11][CH2:12][C:13]2=[C:16]([C:19]#[N:20])[C:17]#[N:18])=[CH:8][CH:7]=1, predict the reaction product. The product is: [CH3:4][O:5][C:6]1[CH:15]=[C:14]2[C:9]([CH2:10][CH2:11][CH2:12][C:13]2([CH:16]([C:19]#[N:20])[C:17]#[N:18])[CH3:1])=[CH:8][CH:7]=1. (2) Given the reactants [F:1][C:2]([F:16])([F:15])[CH2:3][O:4][C:5]1[CH:6]=[CH:7][C:8]([C:11]([O:13]C)=[O:12])=[N:9][CH:10]=1.[OH-].[Li+].Cl, predict the reaction product. The product is: [F:16][C:2]([F:1])([F:15])[CH2:3][O:4][C:5]1[CH:6]=[CH:7][C:8]([C:11]([OH:13])=[O:12])=[N:9][CH:10]=1. (3) Given the reactants [C:1]([CH:5]([OH:28])[C@H:6]1[O:10][C@@H:9]([N:11]2[C:20]3[C:14]([C:15]([N:17]=[CH:18][N:19]=3)=[NH:16])=[N:13][C:12]2=[SiH2:21])[C@H:8]([OH:22])[C@@H:7]1[O:23][C:24]([CH3:27])([CH3:26])[CH3:25])([CH3:4])([CH3:3])[CH3:2].[CH3:29]OS(OC)(=O)=O.[H-].[Na+], predict the reaction product. The product is: [C:1]([CH:5]([OH:28])[C@H:6]1[O:10][C@@H:9]([N:11]2[C:20]3[C:14]([C:15]([N:17]=[CH:18][N:19]=3)=[NH:16])=[N:13][C:12]2=[SiH2:21])[C@H:8]([O:22][CH3:29])[C@@H:7]1[O:23][C:24]([CH3:27])([CH3:26])[CH3:25])([CH3:4])([CH3:2])[CH3:3]. (4) Given the reactants Br[CH2:2][C:3]1[C:8]([CH3:9])=[CH:7][CH:6]=[CH:5][C:4]=1[N:10]1[C:14](=[O:15])[N:13]([CH3:16])[N:12]=[N:11]1.[C:17]([N:20]1[CH:24]=[CH:23][C:22]([OH:25])=[N:21]1)(=[O:19])[CH3:18].C(=O)([O-])[O-].[K+].[K+].C(#N)C, predict the reaction product. The product is: [C:17]([N:20]1[CH:24]=[CH:23][C:22]([O:25][CH2:2][C:3]2[C:8]([CH3:9])=[CH:7][CH:6]=[CH:5][C:4]=2[N:10]2[C:14](=[O:15])[N:13]([CH3:16])[N:12]=[N:11]2)=[N:21]1)(=[O:19])[CH3:18]. (5) The product is: [CH3:1][C:2]1([CH3:17])[C:10]2[C:5](=[CH:6][C:7]([N:11]3[CH2:16][CH2:15][O:14][CH2:13][CH2:12]3)=[CH:8][CH:9]=2)[N:4]([C:19]2[C:28]3[C:23](=[C:24]([CH3:29])[CH:25]=[CH:26][CH:27]=3)[N:22]=[C:21]([CH3:30])[C:20]=2[CH3:31])[CH2:3]1. Given the reactants [CH3:1][C:2]1([CH3:17])[C:10]2[C:5](=[CH:6][C:7]([N:11]3[CH2:16][CH2:15][O:14][CH2:13][CH2:12]3)=[CH:8][CH:9]=2)[NH:4][CH2:3]1.Cl[C:19]1[C:28]2[C:23](=[C:24]([CH3:29])[CH:25]=[CH:26][CH:27]=2)[N:22]=[C:21]([CH3:30])[C:20]=1[CH3:31].C(=O)([O-])[O-].[Cs+].[Cs+].C1C=CC(P(C2C(C3C(P(C4C=CC=CC=4)C4C=CC=CC=4)=CC=C4C=3C=CC=C4)=C3C(C=CC=C3)=CC=2)C2C=CC=CC=2)=CC=1, predict the reaction product. (6) Given the reactants [CH2:1]([C:3]1[CH:4]=[C:5]([CH:9]=[C:10]([CH3:13])[C:11]=1[OH:12])[C:6]([OH:8])=[O:7])[CH3:2].CN(C=O)C.[CH2:19](Br)[C:20]1[CH:25]=[CH:24][CH:23]=[CH:22][CH:21]=1, predict the reaction product. The product is: [CH2:19]([O:7][C:6](=[O:8])[C:5]1[CH:9]=[C:10]([CH3:13])[C:11]([OH:12])=[C:3]([CH2:1][CH3:2])[CH:4]=1)[C:20]1[CH:25]=[CH:24][CH:23]=[CH:22][CH:21]=1.